Dataset: Forward reaction prediction with 1.9M reactions from USPTO patents (1976-2016). Task: Predict the product of the given reaction. (1) Given the reactants [CH3:1][C:2]1([CH3:12])[O:6][C@H:5]([C:7](OC)=[O:8])[C@@H:4]([CH3:11])[O:3]1.[H-].[H-].[H-].[H-].[Li+].[Al+3].C1COCC1.CCOC(C)=O.O, predict the reaction product. The product is: [CH3:1][C:2]1([CH3:12])[O:6][C@H:5]([CH2:7][OH:8])[C@@H:4]([CH3:11])[O:3]1. (2) Given the reactants [Cl:1][C:2]1[N:10]=[C:9]2[C:5]([N:6]=[CH:7][N:8]2[C@@H:11]2[CH2:15][C@H:14]([N:16]3[N:20]=[N:19][C:18]([CH2:21]C)=[N:17]3)[C@@H:13]([OH:23])[C@H:12]2[OH:24])=[C:4]([NH:25][C@H:26]2[CH2:30][CH2:29][CH2:28][C@@H:27]2[O:31][CH3:32])[N:3]=1.CC1N=NNN=1, predict the reaction product. The product is: [CH3:32][O:31][C@H:27]1[CH2:28][CH2:29][CH2:30][C@@H:26]1[NH:25][C:4]1[N:3]=[C:2]([Cl:1])[N:10]=[C:9]2[C:5]=1[N:6]=[CH:7][N:8]2[C@@H:11]1[CH2:15][C@H:14]([N:16]2[N:20]=[N:19][C:18]([CH3:21])=[N:17]2)[C@@H:13]([OH:23])[C@H:12]1[OH:24]. (3) Given the reactants [C:1]([C:3]1[CH:8]=[CH:7][CH:6]=[CH:5][C:4]=1B(O)O)#[N:2].C([O:15][C@@H:16]1[C@@H:29]([O:30]C(=O)C)[C@H:28]([O:34]C(=O)C)[CH2:27][S:26][C@H:17]1[O:18][C:19]1[CH:20]=[N:21][CH:22]=[C:23](Br)[CH:24]=1)(=O)C, predict the reaction product. The product is: [O:18]([C:19]1[CH:20]=[N:21][CH:22]=[C:23]([C:4]2[CH:5]=[CH:6][CH:7]=[CH:8][C:3]=2[C:1]#[N:2])[CH:24]=1)[C@@H:17]1[S:26][CH2:27][C@@H:28]([OH:34])[C@H:29]([OH:30])[C@H:16]1[OH:15]. (4) Given the reactants [Br:1][C:2]1[C:8]([F:9])=[CH:7][CH:6]=[CH:5][C:3]=1[NH2:4].Cl[C:11](Cl)([O:13]C(=O)OC(Cl)(Cl)Cl)Cl.C(N(CC)CC)C.[NH2:29][C:30]1[C:31]([OH:41])=[C:32]([S:37]([NH2:40])(=[O:39])=[O:38])[C:33]([Cl:36])=[CH:34][CH:35]=1, predict the reaction product. The product is: [Cl:36][C:33]1[CH:34]=[CH:35][C:30]([NH:29][C:11]([NH:4][C:3]2[CH:5]=[CH:6][CH:7]=[C:8]([F:9])[C:2]=2[Br:1])=[O:13])=[C:31]([OH:41])[C:32]=1[S:37]([NH2:40])(=[O:39])=[O:38]. (5) Given the reactants [CH2:1]([N:8]1[C:16]2[C:11](=[CH:12][C:13]([Cl:17])=[CH:14][CH:15]=2)[CH:10]=[C:9]1[CH:18]([N:22]([CH2:31][CH2:32][CH2:33][N:34]1C(=O)C2C(=CC=CC=2)C1=O)[C:23](=[O:30])[C:24]1[CH:29]=[CH:28][CH:27]=[CH:26][CH:25]=1)[CH:19]([CH3:21])[CH3:20])[C:2]1[CH:7]=[CH:6][CH:5]=[CH:4][CH:3]=1.NN.O, predict the reaction product. The product is: [NH2:34][CH2:33][CH2:32][CH2:31][N:22]([CH:18]([C:9]1[N:8]([CH2:1][C:2]2[CH:3]=[CH:4][CH:5]=[CH:6][CH:7]=2)[C:16]2[C:11]([CH:10]=1)=[CH:12][C:13]([Cl:17])=[CH:14][CH:15]=2)[CH:19]([CH3:21])[CH3:20])[C:23](=[O:30])[C:24]1[CH:29]=[CH:28][CH:27]=[CH:26][CH:25]=1. (6) Given the reactants [H-].[Na+].[CH:3]1([OH:7])[CH2:6][CH2:5][CH2:4]1.[Cl:8][C:9]1[N:10]=[C:11](Cl)[C:12]2[C:17]([I:18])=[CH:16][N:15]([CH2:19][O:20][CH2:21][CH2:22][Si:23]([CH3:26])([CH3:25])[CH3:24])[C:13]=2[N:14]=1, predict the reaction product. The product is: [Cl:8][C:9]1[N:10]=[C:11]([O:7][CH:3]2[CH2:6][CH2:5][CH2:4]2)[C:12]2[C:17]([I:18])=[CH:16][N:15]([CH2:19][O:20][CH2:21][CH2:22][Si:23]([CH3:26])([CH3:25])[CH3:24])[C:13]=2[N:14]=1. (7) Given the reactants CON(C)[C:4]([C@@H:6]1[CH2:10][CH2:9][CH2:8][O:7]1)=[O:5].[CH3:12][C@@H:13]1C[C@H:14]1C(=O)CC=C, predict the reaction product. The product is: [O:7]1[CH2:8][CH2:9][CH2:10][C@H:6]1[C:4](=[O:5])[CH2:14][CH:13]=[CH2:12].